Predict which catalyst facilitates the given reaction. From a dataset of Catalyst prediction with 721,799 reactions and 888 catalyst types from USPTO. (1) Reactant: [CH2:1]([O:4][C@H:5]1[CH2:10][CH2:9][C@H:8]([N:11]2[CH2:16][CH2:15][CH:14]([NH:17]C(=O)OC(C)(C)C)[CH2:13][CH2:12]2)[CH2:7][CH2:6]1)[CH2:2][CH3:3].[ClH:25]. Product: [ClH:25].[ClH:25].[CH2:1]([O:4][C@H:5]1[CH2:6][CH2:7][C@H:8]([N:11]2[CH2:12][CH2:13][CH:14]([NH2:17])[CH2:15][CH2:16]2)[CH2:9][CH2:10]1)[CH2:2][CH3:3]. The catalyst class is: 27. (2) Reactant: [O:1]1[C:5]2([CH2:10][CH2:9][C:8](=[C:11]3[C:16](=[O:17])[O:15][C:14]([CH3:19])([CH3:18])[O:13][C:12]3=[O:20])[CH2:7][CH2:6]2)[O:4][CH2:3][CH2:2]1.[CH3:21][O:22][C:23]1[CH:24]=[C:25]([Mg]Cl)[CH:26]=[C:27]([O:29][CH3:30])[CH:28]=1. Product: [CH3:21][O:22][C:23]1[CH:24]=[C:25]([C:8]2([CH:11]3[C:12](=[O:20])[O:13][C:14]([CH3:18])([CH3:19])[O:15][C:16]3=[O:17])[CH2:7][CH2:6][C:5]3([O:4][CH2:3][CH2:2][O:1]3)[CH2:10][CH2:9]2)[CH:26]=[C:27]([O:29][CH3:30])[CH:28]=1. The catalyst class is: 1. (3) Reactant: [NH:1]([C:8]1[N:9]([C:23]2[CH:28]=[CH:27][CH:26]=[CH:25][CH:24]=2)[C:10]2[CH:11]=[C:12]([CH3:22])[N:13]=[C:14]([C:19]([OH:21])=O)[C:15]=2[C:16](=[O:18])[CH:17]=1)[C:2]1[CH:7]=[CH:6][CH:5]=[CH:4][CH:3]=1.Cl.[CH3:30][NH:31][O:32][CH3:33].C1C=CC2N(O)N=NC=2C=1.CCN=C=NCCCN(C)C. Product: [NH:1]([C:8]1[N:9]([C:23]2[CH:28]=[CH:27][CH:26]=[CH:25][CH:24]=2)[C:10]2[CH:11]=[C:12]([CH3:22])[N:13]=[C:14]([C:19]([N:31]([O:32][CH3:33])[CH3:30])=[O:21])[C:15]=2[C:16](=[O:18])[CH:17]=1)[C:2]1[CH:3]=[CH:4][CH:5]=[CH:6][CH:7]=1. The catalyst class is: 2. (4) Reactant: N1(OC(N(C)C)=[N+](C)C)C2N=CC=CC=2N=N1.F[P-](F)(F)(F)(F)F.[C:25]([N:32]1[CH2:37][CH2:36][O:35][CH2:34][C@H:33]1[C:38]([OH:40])=O)([O:27]C(C)(C)C)=[O:26].C(N(CC)C(C)C)(C)C.[NH2:50][CH2:51][C:52]1[CH:53]=[C:54]([CH2:58][N:59]2[C:67]3[C:62](=[C:63]([OH:68])[CH:64]=[CH:65][CH:66]=3)[C:61]([NH:69][S:70]([C:73]3[S:74][C:75]([Cl:78])=[CH:76][CH:77]=3)(=[O:72])=[O:71])=[N:60]2)[CH:55]=[CH:56][CH:57]=1. Product: [CH:25]([OH:27])=[O:26].[Cl:78][C:75]1[S:74][C:73]([S:70]([NH:69][C:61]2[C:62]3[C:67](=[CH:66][CH:65]=[CH:64][C:63]=3[OH:68])[N:59]([CH2:58][C:54]3[CH:53]=[C:52]([CH2:51][NH:50][C:38]([C@@H:33]4[CH2:34][O:35][CH2:36][CH2:37][NH:32]4)=[O:40])[CH:57]=[CH:56][CH:55]=3)[N:60]=2)(=[O:71])=[O:72])=[CH:77][CH:76]=1. The catalyst class is: 9. (5) Reactant: [OH-].[Na+].BrBr.O(Br)[Na].[OH:8][C@H:9]1[CH2:14][C@H:13]([CH3:15])[CH2:12][CH2:11][C@H:10]1[C:16](=[O:18])C.[O-:19]S([O-])=O.[Na+].[Na+].Cl. Product: [OH:8][C@H:9]1[CH2:14][C@H:13]([CH3:15])[CH2:12][CH2:11][C@H:10]1[C:16]([OH:18])=[O:19]. The catalyst class is: 127. (6) Reactant: [CH2:1]([C:3]1[CH:8]=[CH:7][CH:6]=[C:5]([CH2:9][CH3:10])[C:4]=1[NH:11][C:12]([C:14]1[C:18]2[CH2:19][CH2:20][CH2:21][C:22]3[C:23](=[N:24][C:25]([NH:28][C:29]4[CH:34]=[CH:33][C:32]([N:35]5[CH2:40][CH2:39][N:38]([CH3:41])[CH2:37][CH2:36]5)=[CH:31][C:30]=4[O:42][CH3:43])=[N:26][CH:27]=3)[C:17]=2[NH:16][N:15]=1)=[O:13])[CH3:2].C([O-])([O-])=O.[Cs+].[Cs+].Br[CH2:51][CH3:52]. Product: [CH2:1]([C:3]1[CH:8]=[CH:7][CH:6]=[C:5]([CH2:9][CH3:10])[C:4]=1[NH:11][C:12]([C:14]1[C:18]2[CH2:19][CH2:20][CH2:21][C:22]3[C:23](=[N:24][C:25]([NH:28][C:29]4[CH:34]=[CH:33][C:32]([N:35]5[CH2:40][CH2:39][N:38]([CH3:41])[CH2:37][CH2:36]5)=[CH:31][C:30]=4[O:42][CH3:43])=[N:26][CH:27]=3)[C:17]=2[N:16]([CH2:51][CH3:52])[N:15]=1)=[O:13])[CH3:2]. The catalyst class is: 3.